From a dataset of Reaction yield outcomes from USPTO patents with 853,638 reactions. Predict the reaction yield, written as a fraction of the theoretical maximum amount of product (1.0 means a 100% yield; for example, 0.34 means a 34% yield). (1) The product is [NH:21]1[CH:19]=[N:18][C:4]([CH:5]2[CH2:6][CH2:7][N:8]([C:11]([O:13][C:14]([CH3:15])([CH3:16])[CH3:17])=[O:12])[CH2:9][CH2:10]2)=[N:22]1. The yield is 0.920. The reactants are C(O[C:4](=[NH:18])[CH:5]1[CH2:10][CH2:9][N:8]([C:11]([O:13][C:14]([CH3:17])([CH3:16])[CH3:15])=[O:12])[CH2:7][CH2:6]1)C.[CH:19]([NH:21][NH2:22])=O. The catalyst is O1CCOCC1. (2) The reactants are C([Li])CCC.CCCCCC.[CH3:12][O:13][C:14]1[CH:19]=[CH:18][CH:17]=[C:16]([CH3:20])[N:15]=1.[CH2:21]=[O:22].[Na+].[Cl-]. The catalyst is C1COCC1. The product is [CH3:12][O:13][C:14]1[N:15]=[C:16]([CH2:20][CH2:21][OH:22])[CH:17]=[CH:18][CH:19]=1. The yield is 0.370.